This data is from Peptide-MHC class II binding affinity with 134,281 pairs from IEDB. The task is: Regression. Given a peptide amino acid sequence and an MHC pseudo amino acid sequence, predict their binding affinity value. This is MHC class II binding data. The peptide sequence is PLGLLLKNLTTSSYV. The MHC is DRB1_0901 with pseudo-sequence DRB1_0901. The binding affinity (normalized) is 0.767.